From a dataset of Full USPTO retrosynthesis dataset with 1.9M reactions from patents (1976-2016). Predict the reactants needed to synthesize the given product. (1) Given the product [Cl:63][C:58]1[CH:59]=[CH:60][CH:61]=[CH:62][C:57]=1[O:56][CH:53]1[CH2:52][CH2:51][N:50]([C:48](=[O:49])[CH2:47][NH:46][C:19](=[O:21])[C:18]2[CH:17]=[CH:16][C:15]([C:11]3[O:10][CH:14]=[N:13][N:12]=3)=[CH:23][CH:22]=2)[CH2:55][CH2:54]1, predict the reactants needed to synthesize it. The reactants are: CCN(C(C)C)C(C)C.[O:10]1[CH:14]=[N:13][N:12]=[C:11]1[C:15]1[CH:23]=[CH:22][C:18]([C:19]([OH:21])=O)=[CH:17][CH:16]=1.C1C=CC2N(O)N=NC=2C=1.CCN=C=NCCCN(C)C.Cl.[NH2:46][CH2:47][C:48]([N:50]1[CH2:55][CH2:54][CH:53]([O:56][C:57]2[CH:62]=[CH:61][CH:60]=[CH:59][C:58]=2[Cl:63])[CH2:52][CH2:51]1)=[O:49]. (2) Given the product [Cl:18][C:19]1[CH:25]=[CH:24][C:23]([OH:26])=[CH:22][C:20]=1[NH:21][C:2]1[CH:7]=[C:6]([C:8]([F:11])([F:10])[F:9])[N:5]=[C:4]([C:12]2[CH:17]=[CH:16][CH:15]=[CH:14][N:13]=2)[N:3]=1, predict the reactants needed to synthesize it. The reactants are: Cl[C:2]1[CH:7]=[C:6]([C:8]([F:11])([F:10])[F:9])[N:5]=[C:4]([C:12]2[CH:17]=[CH:16][CH:15]=[CH:14][N:13]=2)[N:3]=1.[Cl:18][C:19]1[CH:25]=[CH:24][C:23]([OH:26])=[CH:22][C:20]=1[NH2:21]. (3) Given the product [F:1][C:2]([F:7])([F:6])[C:3]([OH:5])=[O:4].[F:8][C:9]([F:14])([F:13])[C:10]([OH:12])=[O:11].[C:17]([N:53]1[CH2:54][CH2:55][N:50]([C:41]2([C:38]3[CH:39]=[CH:40][C:35]([O:5][CH2:3][C:2]4[C:61]5[C:60](=[CH:62][CH:72]=[CH:69][CH:70]=5)[N:59]=[C:56]([CH3:57])[CH:58]=4)=[CH:36][CH:37]=3)[C:42](=[O:49])[NH:43][C:44](=[O:48])[NH:45][C:46]2=[O:47])[CH2:51][CH2:52]1)(=[O:19])[CH3:16], predict the reactants needed to synthesize it. The reactants are: [F:1][C:2]([F:7])([F:6])[C:3]([OH:5])=[O:4].[F:8][C:9]([F:14])([F:13])[C:10]([OH:12])=[O:11].F[C:16](F)(F)[C:17]([OH:19])=O.CC1C=C(CO[C:35]2[CH:40]=[CH:39][C:38]([C:41]3([N:50]4[CH2:55][CH2:54][NH:53][CH2:52][CH2:51]4)[C:46](=[O:47])[NH:45][C:44](=[O:48])[NH:43][C:42]3=[O:49])=[CH:37][CH:36]=2)C2C(=CC=CC=2)N=1.[CH:56]([N:59](CC)[CH:60]([CH3:62])[CH3:61])([CH3:58])[CH3:57].C(O[C:69](=O)[CH3:70])(=O)C.[C:72]([O-])(O)=O.[Na+]. (4) Given the product [CH2:16]([O:18][C:19](=[O:24])/[CH:20]=[C:21](/[O:15][C:9]1[CH:10]=[C:11]([Cl:14])[CH:12]=[CH:13][C:8]=1[Cl:7])\[CH3:22])[CH3:17], predict the reactants needed to synthesize it. The reactants are: CC(C)([O-])C.[K+].[Cl:7][C:8]1[CH:13]=[CH:12][C:11]([Cl:14])=[CH:10][C:9]=1[OH:15].[CH2:16]([O:18][C:19](=[O:24])[CH:20]=[C:21](Cl)[CH3:22])[CH3:17].